The task is: Predict the product of the given reaction.. This data is from Forward reaction prediction with 1.9M reactions from USPTO patents (1976-2016). (1) Given the reactants [C:1]([O:5][C:6]([N:8]1[CH2:12][C@@H:11]([CH2:13][N:14]([CH:24]([CH3:26])[CH3:25])C(OCC[Si](C)(C)C)=O)[C@H:10]([CH2:27][N:28]([CH:38]2[CH2:40][CH2:39]2)[C:29](=[O:37])[CH2:30][C:31]2[CH:36]=[CH:35][CH:34]=[CH:33][CH:32]=2)[CH2:9]1)=[O:7])([CH3:4])([CH3:3])[CH3:2].O.O.O.[F-].C([N+](CCCC)(CCCC)CCCC)CCC, predict the reaction product. The product is: [C:1]([O:5][C:6]([N:8]1[CH2:12][C@@H:11]([CH2:13][NH:14][CH:24]([CH3:25])[CH3:26])[C@H:10]([CH2:27][N:28]([CH:38]2[CH2:39][CH2:40]2)[C:29](=[O:37])[CH2:30][C:31]2[CH:32]=[CH:33][CH:34]=[CH:35][CH:36]=2)[CH2:9]1)=[O:7])([CH3:3])([CH3:4])[CH3:2]. (2) Given the reactants Cl[CH2:2][C:3]1[CH:8]=[C:7]([CH:9]([F:11])[F:10])[N:6]=[N:5][C:4]=1[O:12][CH3:13].C(=O)([O-])[O-].[K+].[K+].[Li+].[Br-].[Cl:22][C:23]1[CH:24]=[C:25]([CH:28]=[C:29]([O:31][C:32]2[C:33](=[O:42])[NH:34][CH:35]=[CH:36][C:37]=2[C:38]([F:41])([F:40])[F:39])[CH:30]=1)[C:26]#[N:27], predict the reaction product. The product is: [Cl:22][C:23]1[CH:24]=[C:25]([CH:28]=[C:29]([O:31][C:32]2[C:33](=[O:42])[N:34]([CH2:2][C:3]3[CH:8]=[C:7]([CH:9]([F:11])[F:10])[N:6]=[N:5][C:4]=3[O:12][CH3:13])[CH:35]=[CH:36][C:37]=2[C:38]([F:39])([F:40])[F:41])[CH:30]=1)[C:26]#[N:27]. (3) Given the reactants [NH2:1][C:2]1[CH:7]=[N:6][CH:5]=[CH:4][N:3]=1.CC(C)([O-])C.[K+].[Cl:14][C:15]1[C:20]([N+:21]([O-:23])=[O:22])=[C:19](Cl)[CH:18]=[C:17]([CH3:25])[N:16]=1.[NH4+].[Cl-], predict the reaction product. The product is: [Cl:14][C:15]1[C:20]([N+:21]([O-:23])=[O:22])=[C:19]([NH:1][C:2]2[CH:7]=[N:6][CH:5]=[CH:4][N:3]=2)[CH:18]=[C:17]([CH3:25])[N:16]=1. (4) The product is: [O:14]=[C:12]1[C:13]2[C:9](=[CH:8][CH:7]=[CH:6][C:5]=2[C:32]2[S:33][C:29]([C:27]#[N:28])=[CH:30][CH:31]=2)[CH2:10][N:11]1[CH2:15][CH2:16][C:17]1[CH:26]=[CH:25][C:24]2[C:19](=[CH:20][CH:21]=[CH:22][CH:23]=2)[N:18]=1. Given the reactants ClCCl.Br[C:5]1[CH:6]=[CH:7][CH:8]=[C:9]2[C:13]=1[C:12](=[O:14])[N:11]([CH2:15][CH2:16][C:17]1[CH:26]=[CH:25][C:24]3[C:19](=[CH:20][CH:21]=[CH:22][CH:23]=3)[N:18]=1)[CH2:10]2.[C:27]([C:29]1[S:33][C:32](B(O)O)=[CH:31][CH:30]=1)#[N:28].C([O-])([O-])=O.[Cs+].[Cs+], predict the reaction product. (5) Given the reactants Cl[C:2]1[N:7]=[C:6]([S:8][CH2:9][C:10]2[CH:15]=[CH:14][N:13]=[C:12]([C:16]([NH:18][CH3:19])=[O:17])[CH:11]=2)[C:5]([C:20]#[N:21])=[C:4]([C:22]2[CH:27]=[CH:26][CH:25]=[CH:24][CH:23]=2)[C:3]=1[C:28]#[N:29].[CH3:30][NH:31][CH2:32][CH2:33][OH:34].O.O1CCCC1, predict the reaction product. The product is: [C:20]([C:5]1[C:6]([S:8][CH2:9][C:10]2[CH:15]=[CH:14][N:13]=[C:12]([C:16]([NH:18][CH3:19])=[O:17])[CH:11]=2)=[N:7][C:2]([N:31]([CH2:32][CH2:33][OH:34])[CH3:30])=[C:3]([C:28]#[N:29])[C:4]=1[C:22]1[CH:27]=[CH:26][CH:25]=[CH:24][CH:23]=1)#[N:21]. (6) Given the reactants O[CH2:2][CH2:3][N:4]1[CH2:9][CH2:8][CH2:7][CH2:6][CH2:5]1.C(N(C(C)C)CC)(C)C.CS(Cl)(=O)=[O:21].C([NH:27][C@:28]1([C:45](NC(C)(C)C)=[O:46])[C@@H:32]([CH2:33][CH2:34][CH2:35][B:36]2[O:40]C(C)(C)C(C)(C)[O:37]2)[CH2:31][NH:30][CH2:29]1)(=O)C, predict the reaction product. The product is: [NH2:27][C@:28]1([C:45]([OH:46])=[O:21])[C@@H:32]([CH2:33][CH2:34][CH2:35][B:36]([OH:37])[OH:40])[CH2:31][N:30]([CH2:2][CH2:3][N:4]2[CH2:9][CH2:8][CH2:7][CH2:6][CH2:5]2)[CH2:29]1.